Dataset: Catalyst prediction with 721,799 reactions and 888 catalyst types from USPTO. Task: Predict which catalyst facilitates the given reaction. (1) The catalyst class is: 4. Reactant: [Br:1][C:2]1[CH:10]=[C:9]2[C:5]([CH2:6][CH2:7][C:8]2([CH2:12][CH3:13])O)=[CH:4][CH:3]=1.C(O)(C(F)(F)F)=O. Product: [Br:1][C:2]1[CH:10]=[C:9]2[C:5](=[CH:4][CH:3]=1)[CH2:6][CH:7]=[C:8]2[CH2:12][CH3:13]. (2) Reactant: [Cl:1][C:2]1[CH:7]=[CH:6][CH:5]=[CH:4][C:3]=1[CH2:8][N:9]1[C:13]2[N:14]=[C:15]([C:19](O)([CH3:21])[CH3:20])[NH:16][C:17](=O)[C:12]=2[N:11]=[N:10]1.[H-].[Na+].BrCC1C=CC=CC=1.Cl.O=P(Cl)(Cl)Cl.C(NCC)C.CCN(C(C)C)C(C)C.[NH:53]1[CH2:57][CH2:56][C@H:55]([OH:58])[CH2:54]1. Product: [Cl:1][C:2]1[CH:7]=[CH:6][CH:5]=[CH:4][C:3]=1[CH2:8][N:9]1[C:13]2[N:14]=[C:15]([C:19]([CH3:21])=[CH2:20])[N:16]=[C:17]([N:53]3[CH2:57][CH2:56][C@H:55]([OH:58])[CH2:54]3)[C:12]=2[N:11]=[N:10]1. The catalyst class is: 618. (3) Reactant: [CH3:1][N:2]1[CH2:7][CH2:6][N:5]([C:8]2[CH:9]=[CH:10][C:11]([O:15][C:16]([F:19])([F:18])[F:17])=[C:12]([NH2:14])[CH:13]=2)[CH2:4][CH2:3]1.[N:20]#[C:21][NH2:22]. Product: [CH3:1][N:2]1[CH2:7][CH2:6][N:5]([C:8]2[CH:9]=[CH:10][C:11]([O:15][C:16]([F:19])([F:17])[F:18])=[C:12]([NH:14][C:21]([NH2:22])=[NH:20])[CH:13]=2)[CH2:4][CH2:3]1. The catalyst class is: 126. (4) Reactant: [H-].[Na+].[N+:3]([C:6]1[C:7]([C:16]([O:18][CH3:19])=[O:17])=[N:8][N:9]2[CH2:14][CH2:13][NH:12][C:11](=[O:15])[C:10]=12)([O-:5])=[O:4].[CH2:20](I)C.C(=O)(O)[O-].[Na+]. Product: [CH3:20][N:12]1[CH2:13][CH2:14][N:9]2[N:8]=[C:7]([C:16]([O:18][CH3:19])=[O:17])[C:6]([N+:3]([O-:5])=[O:4])=[C:10]2[C:11]1=[O:15]. The catalyst class is: 3. (5) Reactant: [NH2:1][C:2]1[CH:3]=[C:4]([SH:8])[CH:5]=[CH:6][CH:7]=1.[H-].[Na+].Cl[C:12]1[C:21]2[C:16](=[CH:17][C:18]([O:24][CH2:25][CH2:26][Cl:27])=[C:19]([O:22][CH3:23])[CH:20]=2)[N:15]=[CH:14][N:13]=1. Product: [Cl:27][CH2:26][CH2:25][O:24][C:18]1[CH:17]=[C:16]2[C:21]([C:12]([S:8][C:4]3[CH:3]=[C:2]([CH:7]=[CH:6][CH:5]=3)[NH2:1])=[N:13][CH:14]=[N:15]2)=[CH:20][C:19]=1[O:22][CH3:23]. The catalyst class is: 1.